From a dataset of Forward reaction prediction with 1.9M reactions from USPTO patents (1976-2016). Predict the product of the given reaction. (1) Given the reactants [C:1]([C:5]1[NH:6][C:7](=[O:21])[C:8]2([N:20]=1)[CH2:16][C:15]1[C:10](=[CH:11][CH:12]=[C:13]([N+:17]([O-])=O)[CH:14]=1)[CH2:9]2)([CH3:4])([CH3:3])[CH3:2].CC(C)(C)C(NC1(C(N)=O)CC2C(=CC=C([N+]([O-])=O)C=2)C1)=O.[OH-].[Na+].[NH4+].[Cl-], predict the reaction product. The product is: [NH2:17][C:13]1[CH:14]=[C:15]2[C:10](=[CH:11][CH:12]=1)[CH2:9][C:8]1([C:7](=[O:21])[NH:6][C:5]([C:1]([CH3:4])([CH3:3])[CH3:2])=[N:20]1)[CH2:16]2. (2) Given the reactants [F:1][C:2]([F:36])([F:35])[C:3]1[CH:4]=[N:5][N:6]([C:8]2[CH:13]=[CH:12][C:11]([NH:14][CH:15]([C:19]3[CH:34]=[CH:33][C:22]([C:23]([NH:25][CH2:26][CH2:27][C:28]([O:30]CC)=[O:29])=[O:24])=[CH:21][CH:20]=3)[CH2:16][CH2:17][CH3:18])=[CH:10][CH:9]=2)[CH:7]=1.O1CCCC1.[OH-].[Li+], predict the reaction product. The product is: [F:35][C:2]([F:1])([F:36])[C:3]1[CH:4]=[N:5][N:6]([C:8]2[CH:13]=[CH:12][C:11]([NH:14][CH:15]([C:19]3[CH:20]=[CH:21][C:22]([C:23]([NH:25][CH2:26][CH2:27][C:28]([OH:30])=[O:29])=[O:24])=[CH:33][CH:34]=3)[CH2:16][CH2:17][CH3:18])=[CH:10][CH:9]=2)[CH:7]=1. (3) Given the reactants [CH:1]([C:4]1[N:8]=[C:7]([N:9]2[CH2:14][CH2:13][CH:12]([N:15]3[CH2:19][CH2:18][C@H:17]([N:20](C)[C:21](=O)OC(C)(C)C)[C:16]3=[O:29])[CH2:11][CH2:10]2)[S:6][N:5]=1)([CH3:3])[CH3:2].C(O)(C(F)(F)F)=O, predict the reaction product. The product is: [CH:1]([C:4]1[N:8]=[C:7]([N:9]2[CH2:10][CH2:11][CH:12]([N:15]3[CH2:19][CH2:18][C@H:17]([NH:20][CH3:21])[C:16]3=[O:29])[CH2:13][CH2:14]2)[S:6][N:5]=1)([CH3:3])[CH3:2]. (4) Given the reactants O1[C@H](CO)[C@@H](O)[C@H](O)C=C1.[CH2:11]([O:18][C@@H:19]1[C@@H:24]([O:25][CH2:26][C:27]2[CH:32]=[CH:31][CH:30]=[CH:29][CH:28]=2)[C@H:23]([O:33][CH2:34][C:35]2[CH:40]=[CH:39][CH:38]=[CH:37][CH:36]=2)[C@@H:22]([CH2:41][O:42][CH2:43][C:44]2[CH:49]=[CH:48][CH:47]=[CH:46][CH:45]=2)[O:21][C@H:20]1[C:50]1[CH:55]=[CH:54][C:53]([Cl:56])=[C:52]([CH2:57][C:58]2[S:59][C:60](Br)=[CH:61][CH:62]=2)[CH:51]=1)[C:12]1[CH:17]=[CH:16][CH:15]=[CH:14][CH:13]=1.C([Sn](CCCC)(CCCC)[C:69]1[N:74]=[CH:73][CH:72]=[CH:71][N:70]=1)CCC.O, predict the reaction product. The product is: [CH2:11]([O:18][C@@H:19]1[C@@H:24]([O:25][CH2:26][C:27]2[CH:32]=[CH:31][CH:30]=[CH:29][CH:28]=2)[C@H:23]([O:33][CH2:34][C:35]2[CH:40]=[CH:39][CH:38]=[CH:37][CH:36]=2)[C@@H:22]([CH2:41][O:42][CH2:43][C:44]2[CH:49]=[CH:48][CH:47]=[CH:46][CH:45]=2)[O:21][C@H:20]1[C:50]1[CH:55]=[CH:54][C:53]([Cl:56])=[C:52]([CH2:57][C:58]2[S:59][C:60]([C:69]3[N:74]=[CH:73][CH:72]=[CH:71][N:70]=3)=[CH:61][CH:62]=2)[CH:51]=1)[C:12]1[CH:17]=[CH:16][CH:15]=[CH:14][CH:13]=1. (5) Given the reactants [F:1][C:2]1[N:7]=[CH:6][C:5]([C:8]2[CH:13]=[CH:12][N:11]=[C:10]([NH:14][C:15]3[O:16][C@:17]4([CH2:25][N:26]=3)[CH:22]3[CH2:23][CH2:24][N:19]([CH2:20][CH2:21]3)[CH2:18]4)[CH:9]=2)=[CH:4][CH:3]=1.C1C=C(Cl)C=C(C(OO)=[O:35])C=1, predict the reaction product. The product is: [F:1][C:2]1[N:7]=[CH:6][C:5]([C:8]2[CH:13]=[CH:12][N:11]=[C:10]([NH:14][C:15]3[O:16][C@:17]4([CH2:25][N:26]=3)[CH:22]3[CH2:23][CH2:24][N+:19]([O-:35])([CH2:20][CH2:21]3)[CH2:18]4)[CH:9]=2)=[CH:4][CH:3]=1. (6) Given the reactants [CH2:1]([C:8]1[CH:9]=[N:10][C:11]2[C:16]([C:17]=1[C:18]1[CH:19]=[C:20]([CH:32]=[CH:33][CH:34]=1)[O:21][CH2:22][C:23]1[CH:24]=[C:25]([CH:29]=[CH:30][CH:31]=1)[C:26](O)=[O:27])=[CH:15][CH:14]=[CH:13][C:12]=2[C:35]([F:38])([F:37])[F:36])[C:2]1[CH:7]=[CH:6][CH:5]=[CH:4][CH:3]=1.[NH2:39][CH:40]([CH2:45][CH2:46][S:47][CH3:48])[C:41]([O:43][CH3:44])=[O:42].Cl.CN(C)CCCN=C=NCC.O.ON1C2C=CC=CC=2N=N1.CN1CCOCC1, predict the reaction product. The product is: [CH2:1]([C:8]1[CH:9]=[N:10][C:11]2[C:16]([C:17]=1[C:18]1[CH:19]=[C:20]([CH:32]=[CH:33][CH:34]=1)[O:21][CH2:22][C:23]1[CH:24]=[C:25]([CH:29]=[CH:30][CH:31]=1)[C:26]([NH:39][CH:40]([CH2:45][CH2:46][S:47][CH3:48])[C:41]([O:43][CH3:44])=[O:42])=[O:27])=[CH:15][CH:14]=[CH:13][C:12]=2[C:35]([F:38])([F:36])[F:37])[C:2]1[CH:7]=[CH:6][CH:5]=[CH:4][CH:3]=1. (7) Given the reactants [F:1][C:2]1[CH:3]=[C:4]([C:12]2[C:13]3[CH2:20][CH2:19][CH2:18][C:14]=3[CH:15]=[N:16][CH:17]=2)[CH:5]=[CH:6][C:7]=1[C:8]([F:11])([F:10])[F:9].C(=O)(O)[O-:22].[Na+].C(OO)(C)(C)C, predict the reaction product. The product is: [F:1][C:2]1[CH:3]=[C:4]([C:12]2[C:13]3[CH2:20][CH2:19][C:18](=[O:22])[C:14]=3[CH:15]=[N:16][CH:17]=2)[CH:5]=[CH:6][C:7]=1[C:8]([F:11])([F:10])[F:9]. (8) Given the reactants [CH3:1][C@H:2]1[CH2:7][CH2:6][C@H:5]([C:8](=O)[CH3:9])[CH2:4][CH2:3]1.[NH2:11][C:12]1[C:13](=[O:21])[NH:14][C:15](=[O:20])[N:16]([CH3:19])[C:17]=1[NH2:18].C(O)(=O)C.[BH3-]C#N.[Na+], predict the reaction product. The product is: [NH2:18][C:17]1[N:16]([CH3:19])[C:15](=[O:20])[NH:14][C:13](=[O:21])[C:12]=1[NH:11][CH:8]([C@H:5]1[CH2:6][CH2:7][C@H:2]([CH3:1])[CH2:3][CH2:4]1)[CH3:9]. (9) Given the reactants [CH3:1][C:2]([C:4]1[CH:9]=[CH:8][C:7]([Cl:10])=[CH:6][C:5]=1[Cl:11])=[O:3].[CH2:12]([O:14][C:15](=O)[O:16]CC)[CH3:13].[H-].[Na+], predict the reaction product. The product is: [CH2:12]([O:14][C:15](=[O:16])[CH2:1][C:2]([C:4]1[CH:9]=[CH:8][C:7]([Cl:10])=[CH:6][C:5]=1[Cl:11])=[O:3])[CH3:13]. (10) Given the reactants [Cl:1][C:2]1[CH:7]=[CH:6][C:5]([Cl:8])=[CH:4][C:3]=1[C:9]1[N:10]=[C:11]2[CH:16]=[CH:15][CH:14]=[CH:13][N:12]2[C:17]=1[C:18]([O:20][CH2:21][CH3:22])=[O:19].[H][H], predict the reaction product. The product is: [Cl:1][C:2]1[CH:7]=[CH:6][C:5]([Cl:8])=[CH:4][C:3]=1[C:9]1[N:10]=[C:11]2[CH2:16][CH2:15][CH2:14][CH2:13][N:12]2[C:17]=1[C:18]([O:20][CH2:21][CH3:22])=[O:19].